This data is from Forward reaction prediction with 1.9M reactions from USPTO patents (1976-2016). The task is: Predict the product of the given reaction. (1) Given the reactants [CH3:1][O:2][CH2:3][C@@H:4]([NH:6][C:7]([C:9]1[C:17]2[C:12](=[N:13][CH:14]=[C:15]([C:18]3[C:26]4[C:21](=[CH:22][C:23]([F:27])=[CH:24][CH:25]=4)[N:20]([CH2:28][C:29]4[CH:30]=[N:31][C:32]([N:35]5[CH2:40][CH2:39][O:38][CH2:37][CH2:36]5)=[CH:33][CH:34]=4)[N:19]=3)[N:16]=2)[N:11](COCC[Si](C)(C)C)[CH:10]=1)=[O:8])[CH3:5].FC(F)(F)C(O)=O.C(N)CN, predict the reaction product. The product is: [CH3:1][O:2][CH2:3][C@@H:4]([NH:6][C:7]([C:9]1[C:17]2[C:12](=[N:13][CH:14]=[C:15]([C:18]3[C:26]4[C:21](=[CH:22][C:23]([F:27])=[CH:24][CH:25]=4)[N:20]([CH2:28][C:29]4[CH:30]=[N:31][C:32]([N:35]5[CH2:36][CH2:37][O:38][CH2:39][CH2:40]5)=[CH:33][CH:34]=4)[N:19]=3)[N:16]=2)[NH:11][CH:10]=1)=[O:8])[CH3:5]. (2) Given the reactants [Br:1][C:2]1[CH:3]=[CH:4][C:5]([O:10][CH2:11][C@@H:12]2[CH2:14][O:13]2)=[C:6]([CH:9]=1)C=O.C1C=C(Cl)C=C([C:22]([O:24]O)=[O:23])C=1, predict the reaction product. The product is: [CH:22]([O:24][C:6]1[CH:9]=[C:2]([Br:1])[CH:3]=[CH:4][C:5]=1[O:10][CH2:11][C@@H:12]1[CH2:14][O:13]1)=[O:23]. (3) Given the reactants [Cl-].[Al+3].[Cl-].[Cl-].[CH2:5]([C:7]1[CH:15]=[CH:14][C:10]([C:11](Cl)=[O:12])=[CH:9][CH:8]=1)[CH3:6].[Br:16][C:17]1[S:18][CH:19]=[CH:20][CH:21]=1.Cl, predict the reaction product. The product is: [Br:16][C:17]1[S:18][C:19]([C:11]([C:10]2[CH:14]=[CH:15][C:7]([CH2:5][CH3:6])=[CH:8][CH:9]=2)=[O:12])=[CH:20][CH:21]=1. (4) Given the reactants Br[C:2]1[CH:11]=[CH:10][C:9]2[C:4](=[CH:5][CH:6]=[CH:7][CH:8]=2)[CH:3]=1.[CH3:12][CH:13]([OH:17])[CH2:14][CH:15]=[CH2:16].[Cl-].[Li+].O.O.C([O-])(=O)C.[Li+].Cl, predict the reaction product. The product is: [CH:3]1[C:4]2[C:9](=[CH:8][CH:7]=[CH:6][CH:5]=2)[CH:10]=[CH:11][C:2]=1[CH2:16][CH2:15][CH2:14][C:13](=[O:17])[CH3:12]. (5) The product is: [CH3:38][O:39][C:40](=[O:45])[CH2:41][CH2:42][CH2:43][N:25]1[CH2:26][CH2:27][CH2:28][C@@H:23]([O:22][C:21]2[C:16]3[C:15]([C:30]4[CH:31]=[CH:32][C:33]([O:36][CH3:37])=[CH:34][CH:35]=4)=[C:14]([C:9]4[CH:10]=[CH:11][CH:12]=[CH:13][C:8]=4[F:7])[O:29][C:17]=3[N:18]=[CH:19][N:20]=2)[CH2:24]1. Given the reactants C(=O)([O-])[O-].[K+].[K+].[F:7][C:8]1[CH:13]=[CH:12][CH:11]=[CH:10][C:9]=1[C:14]1[O:29][C:17]2[N:18]=[CH:19][N:20]=[C:21]([O:22][C@@H:23]3[CH2:28][CH2:27][CH2:26][NH:25][CH2:24]3)[C:16]=2[C:15]=1[C:30]1[CH:35]=[CH:34][C:33]([O:36][CH3:37])=[CH:32][CH:31]=1.[CH3:38][O:39][C:40](=[O:45])[CH2:41][CH2:42][CH2:43]Br.Cl, predict the reaction product. (6) Given the reactants [F:1][C:2]([F:9])([F:8])[C:3]([O:5]CC)=O.[C:10]([O:14][C:15]([N:17]1[CH2:22][C@H:21]2[C@H:19]([CH2:20]2)[C@H:18]1[CH2:23][NH2:24])=[O:16])([CH3:13])([CH3:12])[CH3:11], predict the reaction product. The product is: [C:10]([O:14][C:15]([N:17]1[CH2:22][C@H:21]2[C@H:19]([CH2:20]2)[C@H:18]1[CH2:23][NH:24][C:3](=[O:5])[C:2]([F:1])([F:8])[F:9])=[O:16])([CH3:13])([CH3:12])[CH3:11]. (7) Given the reactants [C:1]([O:5][C:6]([N:8]1[CH2:14][CH2:13][C:12]2[C:15]([SH:20])=[C:16]([Cl:19])[CH:17]=[CH:18][C:11]=2[CH2:10][CH2:9]1)=[O:7])([CH3:4])([CH3:3])[CH3:2].[H-].[Na+].[F:23][C:24]1[CH:29]=[CH:28][C:27]([CH:30](Br)[CH3:31])=[CH:26][CH:25]=1.O, predict the reaction product. The product is: [C:1]([O:5][C:6]([N:8]1[CH2:14][CH2:13][C:12]2[C:15]([S:20][CH:30]([C:27]3[CH:28]=[CH:29][C:24]([F:23])=[CH:25][CH:26]=3)[CH3:31])=[C:16]([Cl:19])[CH:17]=[CH:18][C:11]=2[CH2:10][CH2:9]1)=[O:7])([CH3:4])([CH3:2])[CH3:3].